From a dataset of Forward reaction prediction with 1.9M reactions from USPTO patents (1976-2016). Predict the product of the given reaction. (1) Given the reactants [CH3:1][O:2][C:3]1[CH:4]=[C:5]([CH:10]=[C:11]([O:14][CH3:15])[C:12]=1[OH:13])[CH:6]=[CH:7][CH:8]=O.[C:16]([CH2:18][C:19]([N-:21][CH2:22][CH2:23][CH2:24][C:25]1[CH:30]=[CH:29][CH:28]=[CH:27][CH:26]=1)=[O:20])#[N:17], predict the reaction product. The product is: [C:25]1([CH2:24][CH2:23][CH2:22][NH:21][C:19](/[C:18](=[CH:8]/[CH:7]=[CH:6]/[C:5]2[CH:4]=[C:3]([O:2][CH3:1])[C:12]([OH:13])=[C:11]([O:14][CH3:15])[CH:10]=2)/[C:16]#[N:17])=[O:20])[CH:30]=[CH:29][CH:28]=[CH:27][CH:26]=1. (2) Given the reactants [Br:1][C:2]1[C:3]([CH2:12]Br)=[C:4]([CH:9]=[CH:10][CH:11]=1)[C:5]([O:7]C)=O.[N:14]1[C:23]2[C:18](=[CH:19][CH:20]=[CH:21][CH:22]=2)[CH:17]=[CH:16][C:15]=1[CH2:24][CH2:25][NH2:26], predict the reaction product. The product is: [Br:1][C:2]1[CH:11]=[CH:10][CH:9]=[C:4]2[C:3]=1[CH2:12][N:26]([CH2:25][CH2:24][C:15]1[CH:16]=[CH:17][C:18]3[C:23](=[CH:22][CH:21]=[CH:20][CH:19]=3)[N:14]=1)[C:5]2=[O:7]. (3) Given the reactants [F:1][C:2]1[CH:7]=[CH:6][C:5]([C:8]2[O:9][CH:10]=[C:11]([C:13]([CH3:17])([CH3:16])[CH2:14][NH2:15])[N:12]=2)=[CH:4][CH:3]=1.[F:18][C:19]([F:37])([F:36])[C:20]([C:22]1[S:26][C:25]([C:27]2[CH:28]=[N:29][CH:30]=[C:31]([CH:35]=2)[C:32](O)=[O:33])=[CH:24][CH:23]=1)=[O:21], predict the reaction product. The product is: [F:1][C:2]1[CH:3]=[CH:4][C:5]([C:8]2[O:9][CH:10]=[C:11]([C:13]([CH3:17])([CH3:16])[CH2:14][NH:15][C:32](=[O:33])[C:31]3[CH:35]=[C:27]([C:25]4[S:26][C:22]([C:20](=[O:21])[C:19]([F:36])([F:18])[F:37])=[CH:23][CH:24]=4)[CH:28]=[N:29][CH:30]=3)[N:12]=2)=[CH:6][CH:7]=1. (4) Given the reactants F[C:2]1[CH:9]=[CH:8][C:5]([C:6]#[N:7])=[CH:4][CH:3]=1.[CH2:10]([SH:17])[C:11]1[CH:16]=[CH:15][CH:14]=[CH:13][CH:12]=1.C(=O)([O-])[O-].[Cs+].[Cs+], predict the reaction product. The product is: [CH2:10]([S:17][C:2]1[CH:9]=[CH:8][C:5]([C:6]#[N:7])=[CH:4][CH:3]=1)[C:11]1[CH:16]=[CH:15][CH:14]=[CH:13][CH:12]=1. (5) Given the reactants C([C@H]1COC(=O)N1[C:14](=[O:36])[C@@H:15]([O:33][CH2:34][CH3:35])[C@@H:16]([C:18]1[CH:23]=[CH:22][C:21]([O:24][CH2:25][C:26]2[CH:31]=[CH:30][CH:29]=[CH:28][CH:27]=2)=[CH:20][C:19]=1[F:32])[OH:17])C1C=CC=CC=1.[CH3:37][O-:38].[Na+], predict the reaction product. The product is: [CH3:37][O:38][C:14](=[O:36])[C@@H:15]([O:33][CH2:34][CH3:35])[C@@H:16]([C:18]1[CH:23]=[CH:22][C:21]([O:24][CH2:25][C:26]2[CH:27]=[CH:28][CH:29]=[CH:30][CH:31]=2)=[CH:20][C:19]=1[F:32])[OH:17]. (6) Given the reactants [F:1][C:2]1[CH:3]=[C:4]([C:8]2([CH2:21][CH2:22][N:23]3[C@H:28]4[CH2:29][CH2:30][C@@H:24]3[CH2:25][CH:26]([N:31]3[C:35]5[CH:36]=[CH:37][CH:38]=[CH:39][C:34]=5[N:33]=[C:32]3[CH3:40])[CH2:27]4)[CH2:13][CH2:12][N:11]([C:14]([C@@H:16]([NH2:20])[CH:17]([CH3:19])[CH3:18])=[O:15])[CH2:10][CH2:9]2)[CH:5]=[CH:6][CH:7]=1.[Cl:41][CH2:42][C:43](Cl)=[O:44].CCN(C(C)C)C(C)C, predict the reaction product. The product is: [Cl:41][CH2:42][C:43]([NH:20][C@H:16]([C:14]([N:11]1[CH2:12][CH2:13][C:8]([C:4]2[CH:5]=[CH:6][CH:7]=[C:2]([F:1])[CH:3]=2)([CH2:21][CH2:22][N:23]2[C@H:24]3[CH2:30][CH2:29][C@@H:28]2[CH2:27][CH:26]([N:31]2[C:35]4[CH:36]=[CH:37][CH:38]=[CH:39][C:34]=4[N:33]=[C:32]2[CH3:40])[CH2:25]3)[CH2:9][CH2:10]1)=[O:15])[CH:17]([CH3:18])[CH3:19])=[O:44]. (7) Given the reactants [Cl:1][C:2]1[CH:3]=[C:4]([CH2:22]Cl)[C:5]([CH:8]([NH:14][C:15](=[O:21])[O:16][C:17]([CH3:20])([CH3:19])[CH3:18])[CH:9]2[CH2:13][CH2:12][O:11][CH2:10]2)=[N:6][CH:7]=1.[H-].[Na+], predict the reaction product. The product is: [Cl:1][C:2]1[CH:3]=[C:4]2[CH2:22][N:14]([C:15]([O:16][C:17]([CH3:20])([CH3:19])[CH3:18])=[O:21])[CH:8]([CH:9]3[CH2:13][CH2:12][O:11][CH2:10]3)[C:5]2=[N:6][CH:7]=1. (8) Given the reactants [C:1]([N:5]1[C:9]([C:10]2[CH:15]=[C:14]([F:16])[C:13]([F:17])=[CH:12][C:11]=2[F:18])=[C:8]([C@@H:19]([CH:21]2[CH2:23][CH2:22]2)[NH2:20])[CH:7]=[N:6]1)([CH3:4])([CH3:3])[CH3:2].C(N(CC)CC)C.[F:31][C:32]([F:44])([F:43])[C:33]1[CH:38]=[CH:37][C:36]([S:39](Cl)(=[O:41])=[O:40])=[CH:35][CH:34]=1, predict the reaction product. The product is: [C:1]([N:5]1[C:9]([C:10]2[CH:15]=[C:14]([F:16])[C:13]([F:17])=[CH:12][C:11]=2[F:18])=[C:8]([C@@H:19]([CH:21]2[CH2:23][CH2:22]2)[NH:20][S:39]([C:36]2[CH:35]=[CH:34][C:33]([C:32]([F:31])([F:43])[F:44])=[CH:38][CH:37]=2)(=[O:41])=[O:40])[CH:7]=[N:6]1)([CH3:4])([CH3:2])[CH3:3]. (9) Given the reactants Br[C:2]1[CH:7]=[CH:6][CH:5]=[CH:4][C:3]=1[CH:8]([O:12][CH2:13][CH3:14])[O:9][CH2:10][CH3:11].C([Li])CCC.[Br:20][C:21]1[CH:28]=[CH:27][C:24]([CH:25]=[O:26])=[C:23]([F:29])[CH:22]=1, predict the reaction product. The product is: [Br:20][C:21]1[CH:28]=[CH:27][C:24]([CH:25]([C:2]2[CH:7]=[CH:6][CH:5]=[CH:4][C:3]=2[CH:8]([O:12][CH2:13][CH3:14])[O:9][CH2:10][CH3:11])[OH:26])=[C:23]([F:29])[CH:22]=1. (10) Given the reactants [NH2:1][C:2]1[C:3]([F:22])=[CH:4][C:5]([F:21])=[C:6]([C:8]2[C:9](=[O:20])[N:10]([CH3:19])[C:11]3[C:16]([CH:17]=2)=[CH:15][N:14]=[C:13](Cl)[CH:12]=3)[CH:7]=1, predict the reaction product. The product is: [NH2:1][C:2]1[C:3]([F:22])=[CH:4][C:5]([F:21])=[C:6]([C:8]2[C:9](=[O:20])[N:10]([CH3:19])[C:11]3[C:16]([CH:17]=2)=[CH:15][N:14]=[CH:13][CH:12]=3)[CH:7]=1.